This data is from CYP2C9 inhibition data for predicting drug metabolism from PubChem BioAssay. The task is: Regression/Classification. Given a drug SMILES string, predict its absorption, distribution, metabolism, or excretion properties. Task type varies by dataset: regression for continuous measurements (e.g., permeability, clearance, half-life) or binary classification for categorical outcomes (e.g., BBB penetration, CYP inhibition). Dataset: cyp2c9_veith. (1) The drug is Cc1cccc(CNc2cc(-c3ccccc3Cl)ncn2)c1. The result is 0 (non-inhibitor). (2) The drug is O=C(Nc1ccccc1)N1CCCC(c2nc(-c3ccc(F)cc3)no2)C1. The result is 1 (inhibitor). (3) The compound is O=C(c1cc(-c2ccccc2)nc2ccccc12)N1CCC2(CC1)OCCO2. The result is 1 (inhibitor). (4) The molecule is CC(=O)OC[C@@H]1O[C@@H](O/N=C2/C[C@@H](O)[C@@H](O)[C@H]3[C@@H]2CC[C@@H]2C(=O)N([C@@H](C)c4ccccc4)C(=O)[C@H]23)[C@H](OC(C)=O)[C@H](OC(C)=O)[C@@H]1OC(C)=O. The result is 0 (non-inhibitor). (5) The molecule is N[C@@H](CSCc1ccccc1)C(=O)O. The result is 0 (non-inhibitor). (6) The compound is O=C1c2ccccc2NC(c2ccc(F)cc2)N1Cc1ccco1. The result is 1 (inhibitor). (7) The molecule is COC(=O)C/C=C\[C@@H](C)[C@@H](/C=N\O[C@@H](C)c1cc(-c2c(C)cc(C)cc2C)no1)NS(=O)(=O)c1ccc(C)cc1. The result is 1 (inhibitor). (8) The molecule is CC1(C)N=C(N)N=C(N)N1c1cccc(C(=O)Nc2ccc(S(=O)(=O)F)cc2)c1. The result is 0 (non-inhibitor). (9) The molecule is O/N=C/c1cc(Cl)ccc1OCc1cccc2ccccc12. The result is 1 (inhibitor). (10) The compound is O=C(O)c1ccccc1C(=O)Nc1nccs1. The result is 0 (non-inhibitor).